This data is from Forward reaction prediction with 1.9M reactions from USPTO patents (1976-2016). The task is: Predict the product of the given reaction. Given the reactants [Cl:1][C:2]1[CH:3]=[C:4]([NH:16][C:17]2[N:22]=[CH:21][N:20]=[C:19]3[NH:23][N:24]=[C:25]([O:26][CH2:27][CH2:28][NH:29][CH3:30])[C:18]=23)[CH:5]=[CH:6][C:7]=1[O:8][CH2:9][C:10]1[CH:15]=[CH:14][CH:13]=[CH:12][N:11]=1.Br[CH2:32][CH2:33][CH2:34]C(Cl)=O.[H-].[Na+].CC(N(C)C)=[O:42], predict the reaction product. The product is: [Cl:1][C:2]1[CH:3]=[C:4]([NH:16][C:17]2[N:22]=[CH:21][N:20]=[C:19]3[NH:23][N:24]=[C:25]([O:26][CH2:27][CH2:28][N:29]4[CH2:34][CH2:33][CH2:32][C:30]4=[O:42])[C:18]=23)[CH:5]=[CH:6][C:7]=1[O:8][CH2:9][C:10]1[CH:15]=[CH:14][CH:13]=[CH:12][N:11]=1.